From a dataset of Full USPTO retrosynthesis dataset with 1.9M reactions from patents (1976-2016). Predict the reactants needed to synthesize the given product. (1) Given the product [F:16][C:15]([F:17])([F:18])[C:13]1[CH:14]=[C:6]2[C:7]([C:8](=[O:9])[NH:1][C:2](=[O:3])[NH:4]2)=[CH:11][CH:12]=1, predict the reactants needed to synthesize it. The reactants are: [NH2:1][C:2]([NH2:4])=[O:3].N[C:6]1[CH:14]=[C:13]([C:15]([F:18])([F:17])[F:16])[CH:12]=[CH:11][C:7]=1[C:8](O)=[O:9]. (2) Given the product [NH:1]1[CH2:6][CH2:5][CH:4]([CH2:7][NH:8][C:9]([N:11]2[C:29]3[CH:28]=[CH:27][CH:26]=[CH:25][C:24]=3[N:13]([CH:14]([CH3:15])[CH3:19])[C:12]2=[O:21])=[O:10])[CH2:3][CH2:2]1.[O:34]1[CH:32]([CH2:31][O:30][C:27]2[CH:26]=[CH:25][CH:24]=[CH:29][CH:28]=2)[CH2:33]1, predict the reactants needed to synthesize it. The reactants are: [NH:1]1[CH2:6][CH2:5][CH:4]([CH2:7][NH:8][C:9]([N:11]2[C:15]3C=CC=[CH:19][C:14]=3[N:13](C)[C:12]2=[O:21])=[O:10])[CH2:3][CH2:2]1.CO[C:24]1[CH:29]=[CH:28][C:27]([O:30][CH2:31][CH:32]2[O:34][CH2:33]2)=[CH:26][CH:25]=1. (3) Given the product [NH2:20][C:18]([NH:17][C:9]1[S:8][C:7]([C:1]2[CH:2]=[CH:3][CH:4]=[CH:5][CH:6]=2)=[N:11][C:10]=1[C:12]([NH:31][C@H:32]1[CH2:38][CH2:37][CH2:36][CH2:35][N:34]([C:39]([O:41][C:42]([CH3:45])([CH3:44])[CH3:43])=[O:40])[CH2:33]1)=[O:14])=[O:19], predict the reactants needed to synthesize it. The reactants are: [C:1]1([C:7]2[S:8][C:9]([NH:17][C:18]([NH:20]C(=O)C(Cl)(Cl)Cl)=[O:19])=[C:10]([C:12]([O:14]CC)=O)[N:11]=2)[CH:6]=[CH:5][CH:4]=[CH:3][CH:2]=1.C[Al](C)C.[NH2:31][C@H:32]1[CH2:38][CH2:37][CH2:36][CH2:35][N:34]([C:39]([O:41][C:42]([CH3:45])([CH3:44])[CH3:43])=[O:40])[CH2:33]1.[C@H](O)(C([O-])=O)[C@@H](O)C([O-])=O.[Na+].[K+]. (4) Given the product [NH2:1][C:2]1[N:7]=[C:6]([C:8]2[O:9][C:10]([Br:24])=[CH:11][CH:12]=2)[C:5]([C:13]#[N:14])=[C:4]([O:15][CH2:16][C:17]2[N:18]=[CH:19][C:20](=[CH2:23])[CH2:21][CH:22]=2)[N:3]=1, predict the reactants needed to synthesize it. The reactants are: [NH2:1][C:2]1[N:7]=[C:6]([C:8]2[O:9][CH:10]=[CH:11][CH:12]=2)[C:5]([C:13]#[N:14])=[C:4]([O:15][CH2:16][C:17]2[CH:22]=[CH:21][C:20]([CH3:23])=[CH:19][N:18]=2)[N:3]=1.[Br:24]N1C(=O)CCC1=O.